Predict the product of the given reaction. From a dataset of Forward reaction prediction with 1.9M reactions from USPTO patents (1976-2016). (1) Given the reactants Cl[CH2:2][CH2:3][CH2:4][O:5][C:6]1[CH:11]=[CH:10][C:9]([C:12]2[N:13]=[C:14]3[C:19]([CH3:20])=[CH:18][CH:17]=[CH:16][N:15]3[CH:21]=2)=[CH:8][CH:7]=1.[NH:22]1[CH2:27][CH2:26][CH2:25][CH2:24][CH2:23]1.C(NCCCC)CCC, predict the reaction product. The product is: [N:22]1([CH2:2][CH2:3][CH2:4][O:5][C:6]2[CH:11]=[CH:10][C:9]([C:12]3[N:13]=[C:14]4[C:19]([CH3:20])=[CH:18][CH:17]=[CH:16][N:15]4[CH:21]=3)=[CH:8][CH:7]=2)[CH2:27][CH2:26][CH2:25][CH2:24][CH2:23]1. (2) Given the reactants [CH3:1][C:2]1[O:6][N:5]=[C:4]([C:7]2[CH:12]=[CH:11][CH:10]=[CH:9][CH:8]=2)[C:3]=1[CH2:13][O:14][C:15]1[CH:23]=[CH:22][C:18]([C:19]([OH:21])=O)=[CH:17][N:16]=1.[NH2:24][C:25]([CH3:29])([CH3:28])[CH2:26][OH:27], predict the reaction product. The product is: [OH:27][CH2:26][C:25]([NH:24][C:19](=[O:21])[C:18]1[CH:22]=[CH:23][C:15]([O:14][CH2:13][C:3]2[C:4]([C:7]3[CH:8]=[CH:9][CH:10]=[CH:11][CH:12]=3)=[N:5][O:6][C:2]=2[CH3:1])=[N:16][CH:17]=1)([CH3:29])[CH3:28]. (3) Given the reactants C([O:8][C:9]1[CH:14]=[CH:13][C:12]([N:15]([CH3:59])[C:16]([C:18]2[CH:19]=[C:20]([C:27]3[CH:28]=[C:29]4[C:33](=[CH:34][C:35]=3[C:36]([N:38]3[C@H:47]([CH3:48])[CH2:46][C:45]5[C:40](=[CH:41][CH:42]=[CH:43][CH:44]=5)[CH2:39]3)=[O:37])[CH2:32][N:31]([C:49](=[O:58])[CH2:50][CH2:51][CH:52]3[CH2:57][CH2:56][CH2:55][CH2:54][CH2:53]3)[CH2:30]4)[N:21]3[C:26]=2[CH2:25][CH2:24][CH2:23][CH2:22]3)=[O:17])=[CH:11][CH:10]=1)C1C=CC=CC=1, predict the reaction product. The product is: [CH:52]1([CH2:51][CH2:50][C:49]([N:31]2[CH2:30][C:29]3[C:33](=[CH:34][C:35]([C:36]([N:38]4[C@H:47]([CH3:48])[CH2:46][C:45]5[C:40](=[CH:41][CH:42]=[CH:43][CH:44]=5)[CH2:39]4)=[O:37])=[C:27]([C:20]4[N:21]5[C:26]([CH2:25][CH2:24][CH2:23][CH2:22]5)=[C:18]([C:16]([N:15]([C:12]5[CH:11]=[CH:10][C:9]([OH:8])=[CH:14][CH:13]=5)[CH3:59])=[O:17])[CH:19]=4)[CH:28]=3)[CH2:32]2)=[O:58])[CH2:57][CH2:56][CH2:55][CH2:54][CH2:53]1.